Dataset: Full USPTO retrosynthesis dataset with 1.9M reactions from patents (1976-2016). Task: Predict the reactants needed to synthesize the given product. Given the product [CH3:3][N:4]([CH3:9])[CH:5]1[CH2:8][N:7]([C:11]2[C:16]([N+:17]([O-:19])=[O:18])=[CH:15][C:14]([NH:20][C:21]3[N:26]=[C:25]([C:27]4[C:35]5[C:30](=[CH:31][CH:32]=[CH:33][CH:34]=5)[N:29]([CH3:36])[CH:28]=4)[CH:24]=[CH:23][N:22]=3)=[C:13]([O:37][CH3:38])[CH:12]=2)[CH2:6]1, predict the reactants needed to synthesize it. The reactants are: Cl.Cl.[CH3:3][N:4]([CH3:9])[CH:5]1[CH2:8][NH:7][CH2:6]1.F[C:11]1[C:16]([N+:17]([O-:19])=[O:18])=[CH:15][C:14]([NH:20][C:21]2[N:26]=[C:25]([C:27]3[C:35]4[C:30](=[CH:31][CH:32]=[CH:33][CH:34]=4)[N:29]([CH3:36])[CH:28]=3)[CH:24]=[CH:23][N:22]=2)=[C:13]([O:37][CH3:38])[CH:12]=1.ClC1C(C2C3C(=CC=CC=3)N(C)C=2)=NC(NC2C=C([N+]([O-])=O)C(F)=CC=2OC)=NC=1.CCN(C(C)C)C(C)C.